From a dataset of Full USPTO retrosynthesis dataset with 1.9M reactions from patents (1976-2016). Predict the reactants needed to synthesize the given product. (1) Given the product [Br:15][CH2:11][C:9]1[O:10][C:6]2[CH:5]=[CH:4][C:3]([O:2][CH3:1])=[CH:13][C:7]=2[CH:8]=1, predict the reactants needed to synthesize it. The reactants are: [CH3:1][O:2][C:3]1[CH:4]=[CH:5][C:6]2[O:10][C:9]([CH2:11]O)=[CH:8][C:7]=2[CH:13]=1.P(Br)(Br)[Br:15]. (2) Given the product [O:1]=[C:2]1[C:7]2([CH2:8][CH2:9][N:10]([C:13]([O:15][C:16]([CH3:19])([CH3:18])[CH3:17])=[O:14])[CH2:11][CH2:12]2)[CH2:6][CH2:5][CH2:4][N:3]1[C:21]1[CH2:25][O:24][C:23](=[O:26])[CH:22]=1, predict the reactants needed to synthesize it. The reactants are: [O:1]=[C:2]1[C:7]2([CH2:12][CH2:11][N:10]([C:13]([O:15][C:16]([CH3:19])([CH3:18])[CH3:17])=[O:14])[CH2:9][CH2:8]2)[CH2:6][CH2:5][CH2:4][NH:3]1.Br[C:21]1[CH2:25][O:24][C:23](=[O:26])[CH:22]=1.CC1(C)C2C(=C(P(C3C=CC=CC=3)C3C=CC=CC=3)C=CC=2)OC2C(P(C3C=CC=CC=3)C3C=CC=CC=3)=CC=CC1=2.C(=O)([O-])[O-].[Cs+].[Cs+]. (3) Given the product [Cl:32][C:33]1[CH:38]=[CH:37][N:36]=[CH:35][C:34]=1[S:39]([N:20]1[CH2:21][CH2:22][N:17]([C:14]2[CH:13]=[CH:12][C:11]([C:5]([OH:10])([C:6]([F:9])([F:8])[F:7])[C:4]([F:3])([F:23])[F:24])=[CH:16][CH:15]=2)[CH2:18][CH2:19]1)(=[O:41])=[O:40], predict the reactants needed to synthesize it. The reactants are: Cl.Cl.[F:3][C:4]([F:24])([F:23])[C:5]([C:11]1[CH:16]=[CH:15][C:14]([N:17]2[CH2:22][CH2:21][NH:20][CH2:19][CH2:18]2)=[CH:13][CH:12]=1)([OH:10])[C:6]([F:9])([F:8])[F:7].C(N(CC)CC)C.[Cl:32][C:33]1[CH:38]=[CH:37][N:36]=[CH:35][C:34]=1[S:39](Cl)(=[O:41])=[O:40].C([O-])(O)=O.[Na+]. (4) The reactants are: [OH-].[Na+].[CH:3]1([C:6]2[CH:11]=[C:10]([CH2:12][N:13]3[CH2:16][C:15]4([CH2:20][C:19]([C@H:21]5[CH2:26][CH2:25][C@H:24]([C:27]([O:29]C)=[O:28])[CH2:23][CH2:22]5)=[N:18][O:17]4)[CH2:14]3)[CH:9]=[C:8]([O:31][CH2:32][CH3:33])[C:7]=2[C:34]2[CH:39]=[CH:38][C:37]([F:40])=[CH:36][CH:35]=2)[CH2:5][CH2:4]1. Given the product [CH:3]1([C:6]2[CH:11]=[C:10]([CH2:12][N:13]3[CH2:16][C:15]4([CH2:20][C:19]([C@H:21]5[CH2:22][CH2:23][C@H:24]([C:27]([OH:29])=[O:28])[CH2:25][CH2:26]5)=[N:18][O:17]4)[CH2:14]3)[CH:9]=[C:8]([O:31][CH2:32][CH3:33])[C:7]=2[C:34]2[CH:39]=[CH:38][C:37]([F:40])=[CH:36][CH:35]=2)[CH2:5][CH2:4]1, predict the reactants needed to synthesize it. (5) Given the product [C:7]1(=[O:8])[N:3]([CH2:2][P:14](=[O:19])([O:17][CH3:18])[O:15][CH3:16])[C:4](=[O:13])[C:5]2=[CH:12][CH:11]=[CH:10][CH:9]=[C:6]12, predict the reactants needed to synthesize it. The reactants are: Br[CH2:2][N:3]1[C:7](=[O:8])[C:6]2=[CH:9][CH:10]=[CH:11][CH:12]=[C:5]2[C:4]1=[O:13].[P:14]([O:19]C)([O:17][CH3:18])[O:15][CH3:16]. (6) Given the product [CH3:1][O:2][C:3]([NH:5][C@@H:6]([C@@H:7]([CH3:9])[CH2:8][CH3:14])[C:10]([OH:12])=[O:11])=[O:4], predict the reactants needed to synthesize it. The reactants are: [CH3:1][O:2][C:3]([NH:5][C@H:6]([C:10]([OH:12])=[O:11])[CH:7]([CH3:9])[CH3:8])=[O:4].N[C@H:14](C(O)=O)[C@H](CC)C. (7) Given the product [F:3][C:4]1[C:9]2[N:10]=[C:11]([C:13]3[C:14]([NH2:30])=[N:15][CH:16]=[C:17]([C:19]4[CH:20]=[N:21][N:22]([CH:24]5[CH2:25][CH2:26][N:27]([CH3:1])[CH2:28][CH2:29]5)[CH:23]=4)[CH:18]=3)[O:12][C:8]=2[CH:7]=[CH:6][CH:5]=1, predict the reactants needed to synthesize it. The reactants are: [CH2:1]=O.[F:3][C:4]1[C:9]2[N:10]=[C:11]([C:13]3[C:14]([NH2:30])=[N:15][CH:16]=[C:17]([C:19]4[CH:20]=[N:21][N:22]([CH:24]5[CH2:29][CH2:28][NH:27][CH2:26][CH2:25]5)[CH:23]=4)[CH:18]=3)[O:12][C:8]=2[CH:7]=[CH:6][CH:5]=1.[Na].N.